This data is from Forward reaction prediction with 1.9M reactions from USPTO patents (1976-2016). The task is: Predict the product of the given reaction. (1) Given the reactants [OH:1][C:2]1[C:3]([CH3:15])=[C:4]2[C:9](=[C:10]([CH3:13])[C:11]=1[CH3:12])[S:8][CH2:7][CH2:6][C:5]2=[O:14].[CH3:16][O:17][CH2:18]Cl.[H-].[Na+], predict the reaction product. The product is: [CH3:16][O:17][CH2:18][O:1][C:2]1[C:3]([CH3:15])=[C:4]2[C:9](=[C:10]([CH3:13])[C:11]=1[CH3:12])[S:8][CH2:7][CH2:6][C:5]2=[O:14]. (2) Given the reactants [CH2:1]([O:3][CH2:4][C:5]1[N:6]([CH2:18][CH2:19][CH2:20][CH2:21][C:22]([NH2:24])=[O:23])[C:7]2[C:16]3[CH:15]=[CH:14][CH:13]=[CH:12][C:11]=3[N:10]=[CH:9][C:8]=2[N:17]=1)[CH3:2].C1C=C(Cl)C=C(C(OO)=O)C=1.C1(S(Cl)(=O)=O)C=CC=CC=1.[OH-].[NH4+:47], predict the reaction product. The product is: [NH2:47][C:9]1[C:8]2[N:17]=[C:5]([CH2:4][O:3][CH2:1][CH3:2])[N:6]([CH2:18][CH2:19][CH2:20][CH2:21][C:22]([NH2:24])=[O:23])[C:7]=2[C:16]2[CH:15]=[CH:14][CH:13]=[CH:12][C:11]=2[N:10]=1. (3) Given the reactants Cl[C:2]1[C:11]2[C:6](=[CH:7][C:8]([F:13])=[CH:9][C:10]=2[F:12])[N:5]=[C:4]([N:14]2[CH2:19][CH2:18][O:17][CH2:16][CH2:15]2)[C:3]=1[CH3:20].[O:21]1[CH2:26][CH:25]=[C:24]([C:27]2[CH:28]=[C:29]([NH2:33])[CH:30]=[N:31][CH:32]=2)[CH2:23][CH2:22]1, predict the reaction product. The product is: [O:21]1[CH2:22][CH:23]=[C:24]([C:27]2[CH:28]=[C:29]([NH:33][C:2]3[C:11]4[C:6](=[CH:7][C:8]([F:13])=[CH:9][C:10]=4[F:12])[N:5]=[C:4]([N:14]4[CH2:19][CH2:18][O:17][CH2:16][CH2:15]4)[C:3]=3[CH3:20])[CH:30]=[N:31][CH:32]=2)[CH2:25][CH2:26]1. (4) Given the reactants C([Zn][C:4]#[N:5])#N.Br[C:7]1[CH:8]=[C:9]([C@@H:13]([C:28]2([OH:33])[CH2:32][CH2:31][CH2:30][CH2:29]2)[NH:14][C:15]([C:17]2[C:22]([Cl:23])=[C:21]([C:24]([F:27])([F:26])[F:25])[CH:20]=[CH:19][N:18]=2)=[O:16])[CH:10]=[CH:11][CH:12]=1.O, predict the reaction product. The product is: [Cl:23][C:22]1[C:17]([C:15]([NH:14][C@@H:13]([C:9]2[CH:10]=[CH:11][CH:12]=[C:7]([C:4]#[N:5])[CH:8]=2)[C:28]2([OH:33])[CH2:29][CH2:30][CH2:31][CH2:32]2)=[O:16])=[N:18][CH:19]=[CH:20][C:21]=1[C:24]([F:27])([F:25])[F:26]. (5) Given the reactants Cl[CH2:2][C:3]1[CH:4]=[C:5]([C:9]2[O:13][C:12]([C:14]([NH:16][C:17]3[C:21]4[CH:22]=[C:23]([F:27])[CH:24]=[C:25]([F:26])[C:20]=4[O:19][C:18]=3[C:28]([NH2:30])=[O:29])=[O:15])=[CH:11][CH:10]=2)[CH:6]=[CH:7][CH:8]=1.Cl.[CH3:32][NH:33][CH3:34].CN1CCOCC1.C(C1C=CC=CC=1C=C)=C, predict the reaction product. The product is: [CH3:32][N:33]([CH2:2][C:3]1[CH:4]=[C:5]([C:9]2[O:13][C:12]([C:14]([NH:16][C:17]3[C:21]4[CH:22]=[C:23]([F:27])[CH:24]=[C:25]([F:26])[C:20]=4[O:19][C:18]=3[C:28]([NH2:30])=[O:29])=[O:15])=[CH:11][CH:10]=2)[CH:6]=[CH:7][CH:8]=1)[CH3:34]. (6) Given the reactants [Cl:1][C:2]1[C:3]2[N:4]([C:8]([C@H:11]3[CH2:16][CH2:15][C@H:14]([CH2:17][OH:18])[CH2:13][CH2:12]3)=[N:9][CH:10]=2)[CH:5]=[CH:6][N:7]=1.[I:19]N1C(=O)CCC1=O, predict the reaction product. The product is: [Cl:1][C:2]1[C:3]2[N:4]([C:8]([C@H:11]3[CH2:12][CH2:13][C@H:14]([CH2:17][OH:18])[CH2:15][CH2:16]3)=[N:9][C:10]=2[I:19])[CH:5]=[CH:6][N:7]=1.